Dataset: Full USPTO retrosynthesis dataset with 1.9M reactions from patents (1976-2016). Task: Predict the reactants needed to synthesize the given product. (1) Given the product [F:13][C:2]([F:1])([F:12])[C:3]1[N:8]=[N:7][C:6]([C:9]2([C:10]#[N:11])[CH2:16][CH2:15]2)=[CH:5][CH:4]=1, predict the reactants needed to synthesize it. The reactants are: [F:1][C:2]([F:13])([F:12])[C:3]1[N:8]=[N:7][C:6]([CH2:9][C:10]#[N:11])=[CH:5][CH:4]=1.Br[CH2:15][CH2:16]Br.[OH-].[Na+]. (2) The reactants are: [CH:1]1([NH:4][C:5]2[O:6][C:7]([C:10]3[CH:11]=[C:12]4[C:16](=[CH:17][CH:18]=3)[N:15]([S:19]([C:22]3[CH:28]=[CH:27][C:25]([CH3:26])=[CH:24][CH:23]=3)(=[O:21])=[O:20])[CH:14]=[C:13]4B3OC(C)(C)C(C)(C)O3)=[N:8][N:9]=2)[CH2:3][CH2:2]1.Cl[C:39]1[CH:44]=[N:43][CH:42]=[C:41]([CH:45]2[CH2:47][CH2:46]2)[N:40]=1.C1(P(C2CCCCC2)C2C=CC=CC=2C2C(C(C)C)=CC(C(C)C)=CC=2C(C)C)CCCCC1.P([O-])([O-])([O-])=O.[K+].[K+].[K+]. Given the product [CH:1]1([NH:4][C:5]2[O:6][C:7]([C:10]3[CH:11]=[C:12]4[C:16](=[CH:17][CH:18]=3)[N:15]([S:19]([C:22]3[CH:23]=[CH:24][C:25]([CH3:26])=[CH:27][CH:28]=3)(=[O:20])=[O:21])[CH:14]=[C:13]4[C:39]3[CH:44]=[N:43][CH:42]=[C:41]([CH:45]4[CH2:47][CH2:46]4)[N:40]=3)=[N:8][N:9]=2)[CH2:3][CH2:2]1, predict the reactants needed to synthesize it. (3) Given the product [NH2:22][C@H:18]1[CH2:19][CH2:20][CH2:21][C@@H:16]([NH:15][C:3]2[C:2]([Cl:1])=[CH:7][N:6]=[C:5]([NH:8][C:9]3[CH:10]=[N:11][N:12]([CH3:14])[CH:13]=3)[N:4]=2)[CH2:17]1, predict the reactants needed to synthesize it. The reactants are: [Cl:1][C:2]1[C:3]([NH:15][C@@H:16]2[CH2:21][CH2:20][CH2:19][C@H:18]([NH:22]C(=O)OC(C)(C)C)[CH2:17]2)=[N:4][C:5]([NH:8][C:9]2[CH:10]=[N:11][N:12]([CH3:14])[CH:13]=2)=[N:6][CH:7]=1.Cl.O1CCOCC1. (4) Given the product [Cl:26][C:10]1[C:9]2[N:8]=[C:5]([CH2:4][O:3][CH2:1][CH3:2])[N:15]([NH:16][C:17](=[O:18])[O:19][C:20]([CH3:21])([CH3:22])[CH3:23])[C:14]=2[C:13]([CH3:24])=[C:12]([CH3:25])[N:11]=1, predict the reactants needed to synthesize it. The reactants are: [CH2:1]([O:3][CH2:4][C:5](Cl)=O)[CH3:2].[NH2:8][C:9]1[C:10]([Cl:26])=[N:11][C:12]([CH3:25])=[C:13]([CH3:24])[C:14]=1[NH:15][NH:16][C:17]([O:19][C:20]([CH3:23])([CH3:22])[CH3:21])=[O:18].C(N(CC)CC)C.[OH-].[Na+]. (5) The reactants are: Cl.Cl.Cl.[CH3:4][O:5][C:6]1[CH:7]=[C:8]([NH:18][C:19]2[S:20][C:21]3[CH2:22][NH:23][CH2:24][CH2:25][C:26]=3[N:27]=2)[CH:9]=[CH:10][C:11]=1[N:12]1[CH:16]=[C:15]([CH3:17])[N:14]=[CH:13]1.[F:28][C:29]1[CH:36]=[CH:35][C:32]([CH:33]=O)=[CH:31][CH:30]=1.C(O)(=O)C.C(O[BH-](OC(=O)C)OC(=O)C)(=O)C.[Na+].[OH-].[Na+]. Given the product [F:28][C:29]1[CH:36]=[CH:35][C:32]([CH2:33][N:23]2[CH2:24][CH2:25][C:26]3[N:27]=[C:19]([NH:18][C:8]4[CH:9]=[CH:10][C:11]([N:12]5[CH:16]=[C:15]([CH3:17])[N:14]=[CH:13]5)=[C:6]([O:5][CH3:4])[CH:7]=4)[S:20][C:21]=3[CH2:22]2)=[CH:31][CH:30]=1, predict the reactants needed to synthesize it. (6) Given the product [CH3:13][C:4]1[C:5]([O:11][CH3:12])=[C:6]([CH:9]=[CH:10][C:3]=1[CH:1]1[CH2:2][O:22]1)[C:7]#[N:8], predict the reactants needed to synthesize it. The reactants are: [CH:1]([C:3]1[CH:10]=[CH:9][C:6]([C:7]#[N:8])=[C:5]([O:11][CH3:12])[C:4]=1[CH3:13])=[CH2:2].C1C=C(Cl)C=C(C(OO)=[O:22])C=1. (7) The reactants are: [F:1][C:2]1[CH:3]=[C:4]([CH:29]=[C:30]([N:32]2[CH2:37][CH2:36][CH2:35][CH2:34][CH2:33]2)[CH:31]=1)[C:5]([NH:7][C:8]1[C:17]2[C:12](=[CH:13][CH:14]=[CH:15][CH:16]=2)[C:11]([O:18][C:19]2[CH:24]=[CH:23][N:22]=[C:21](S(C)(=O)=O)[N:20]=2)=[CH:10][CH:9]=1)=[O:6].[CH:38]1([NH2:44])[CH2:43][CH2:42][CH2:41][CH2:40][CH2:39]1. Given the product [CH:38]1([NH:44][C:21]2[N:20]=[C:19]([O:18][C:11]3[C:12]4[C:17](=[CH:16][CH:15]=[CH:14][CH:13]=4)[C:8]([NH:7][C:5](=[O:6])[C:4]4[CH:29]=[C:30]([N:32]5[CH2:37][CH2:36][CH2:35][CH2:34][CH2:33]5)[CH:31]=[C:2]([F:1])[CH:3]=4)=[CH:9][CH:10]=3)[CH:24]=[CH:23][N:22]=2)[CH2:43][CH2:42][CH2:41][CH2:40][CH2:39]1, predict the reactants needed to synthesize it.